Dataset: Full USPTO retrosynthesis dataset with 1.9M reactions from patents (1976-2016). Task: Predict the reactants needed to synthesize the given product. (1) Given the product [Br-:27].[O:30]=[C:29]([C:31]1[CH:36]=[CH:35][CH:34]=[CH:33][CH:32]=1)[CH2:28][N+:1]12[CH2:6][CH2:5][CH:4]([CH2:7][CH2:8]1)[C@@H:3]([O:9][C:10](=[O:26])[C@H:11]([NH:19][C:20]1[CH:25]=[CH:24][CH:23]=[CH:22][CH:21]=1)[CH2:12][C:13]1[CH:18]=[CH:17][CH:16]=[CH:15][CH:14]=1)[CH2:2]2, predict the reactants needed to synthesize it. The reactants are: [N:1]12[CH2:8][CH2:7][CH:4]([CH2:5][CH2:6]1)[C@@H:3]([O:9][C:10](=[O:26])[C@H:11]([NH:19][C:20]1[CH:25]=[CH:24][CH:23]=[CH:22][CH:21]=1)[CH2:12][C:13]1[CH:18]=[CH:17][CH:16]=[CH:15][CH:14]=1)[CH2:2]2.[Br:27][CH2:28][C:29]([C:31]1[CH:36]=[CH:35][CH:34]=[CH:33][CH:32]=1)=[O:30]. (2) Given the product [Br:1][C:2]1[CH:3]=[C:4]2[O:9][CH2:10][O:8][C:5]2=[N:6][CH:7]=1, predict the reactants needed to synthesize it. The reactants are: [Br:1][C:2]1[CH:3]=[C:4]([OH:9])[C:5]([OH:8])=[N:6][CH:7]=1.[C:10]([O-])([O-])=O.[K+].[K+].BrCBr.CCOC(C)=O. (3) The reactants are: [CH3:1][CH:2]([CH3:22])[CH2:3][NH:4][C:5]1[CH:10]=[C:9]([CH3:11])[N:8]=[C:7]([O:12][C:13]2[CH:18]=[CH:17][CH:16]=[CH:15][CH:14]=2)[C:6]=1[N+:19]([O-])=O. Given the product [CH3:1][CH:2]([CH3:22])[CH2:3][NH:4][C:5]1[CH:10]=[C:9]([CH3:11])[N:8]=[C:7]([O:12][C:13]2[CH:18]=[CH:17][CH:16]=[CH:15][CH:14]=2)[C:6]=1[NH2:19], predict the reactants needed to synthesize it. (4) Given the product [CH3:17][C:16]([S@@:14]([N:13]1[CH2:2][CH2:3][CH2:4][C@H:5]1[C:6]1[CH:11]=[CH:10][C:9]([CH3:12])=[CH:8][CH:7]=1)=[O:15])([CH3:19])[CH3:18], predict the reactants needed to synthesize it. The reactants are: Cl[CH2:2][CH2:3][CH2:4]/[C:5](=[N:13]\[S@:14]([C:16]([CH3:19])([CH3:18])[CH3:17])=[O:15])/[C:6]1[CH:11]=[CH:10][C:9]([CH3:12])=[CH:8][CH:7]=1.CC(C[AlH]CC(C)C)C.[Li+].C[Si]([N-][Si](C)(C)C)(C)C. (5) Given the product [C:11]1([C:17]([C:19]2[CH:20]=[CH:21][C:22]([CH3:25])=[CH:23][CH:24]=2)=[C:3]2[C:4]3[C:9](=[CH:8][CH:7]=[CH:6][CH:5]=3)[NH:1][C:2]2=[O:10])[CH:12]=[CH:13][CH:14]=[CH:15][CH:16]=1, predict the reactants needed to synthesize it. The reactants are: [NH:1]1[C:9]2[C:4](=[CH:5][CH:6]=[CH:7][CH:8]=2)[CH2:3][C:2]1=[O:10].[C:11]1([C:17]([C:19]2[CH:24]=[CH:23][C:22]([CH3:25])=[CH:21][CH:20]=2)=O)[CH:16]=[CH:15][CH:14]=[CH:13][CH:12]=1.[Li+].[Cl-].CN(C)CCN. (6) The reactants are: Cl.[N:2]12[CH2:9][CH2:8][CH:5]([CH2:6][CH2:7]1)[C:4](=[O:10])[CH2:3]2.C([O-])([O-])=O.[Na+].[Na+].[Si:17]([Li])([CH3:20])([CH3:19])[CH3:18].[C-:22]#[C-:23].C([O-])(O)=O.[Na+]. Given the product [CH3:18][Si:17]([C:22]#[C:23][C:4]1([OH:10])[CH:5]2[CH2:8][CH2:9][N:2]([CH2:7][CH2:6]2)[CH2:3]1)([CH3:20])[CH3:19], predict the reactants needed to synthesize it.